Dataset: TCR-epitope binding with 47,182 pairs between 192 epitopes and 23,139 TCRs. Task: Binary Classification. Given a T-cell receptor sequence (or CDR3 region) and an epitope sequence, predict whether binding occurs between them. Result: 1 (the TCR binds to the epitope). The epitope is AVFDRKSDAK. The TCR CDR3 sequence is CASTDRRDTQYF.